The task is: Predict the reactants needed to synthesize the given product.. This data is from Full USPTO retrosynthesis dataset with 1.9M reactions from patents (1976-2016). (1) Given the product [NH2:14][C:15]1[N:20]=[C:19]([NH:21][C@H:22]2[CH2:27][CH2:26][CH2:25][CH2:24][C@H:23]2[NH:28][C:29](=[O:35])[O:30][C:31]([CH3:34])([CH3:33])[CH3:32])[C:18]([Br:1])=[CH:17][C:16]=1[C:36]([NH:38][C:39]([C:42]1[CH:47]=[CH:46][CH:45]=[CH:44][CH:43]=1)([CH3:40])[CH3:41])=[O:37], predict the reactants needed to synthesize it. The reactants are: [Br:1]N1C(=O)CCC1=O.CN(C=O)C.[NH2:14][C:15]1[N:20]=[C:19]([NH:21][C@H:22]2[CH2:27][CH2:26][CH2:25][CH2:24][C@H:23]2[NH:28][C:29](=[O:35])[O:30][C:31]([CH3:34])([CH3:33])[CH3:32])[CH:18]=[CH:17][C:16]=1[C:36]([NH:38][C:39]([C:42]1[CH:47]=[CH:46][CH:45]=[CH:44][CH:43]=1)([CH3:41])[CH3:40])=[O:37].O. (2) Given the product [CH3:12][O:13][C:14]1[CH:15]=[C:16](/[C:17](=[CH:4]/[C:3]2[CH:6]=[C:7]([F:11])[C:8]([F:10])=[CH:9][C:2]=2[F:1])/[C:18]#[N:19])[CH:20]=[CH:21][C:22]=1[O:23][CH3:24], predict the reactants needed to synthesize it. The reactants are: [F:1][C:2]1[CH:9]=[C:8]([F:10])[C:7]([F:11])=[CH:6][C:3]=1[CH:4]=O.[CH3:12][O:13][C:14]1[CH:15]=[C:16]([CH:20]=[CH:21][C:22]=1[O:23][CH3:24])[CH2:17][C:18]#[N:19]. (3) The reactants are: [C:1]([O:5][C:6]([N:8]1[CH2:13][CH2:12][NH:11][C@@H:10]([CH3:14])[CH2:9]1)=[O:7])([CH3:4])([CH3:3])[CH3:2].[Br:15][C:16]1[CH:17]=[N:18][C:19](Cl)=[N:20][CH:21]=1.C(N(CC)CC)C.O1CCOCC1. Given the product [Br:15][C:16]1[CH:17]=[N:18][C:19]([N:11]2[CH2:12][CH2:13][N:8]([C:6]([O:5][C:1]([CH3:4])([CH3:2])[CH3:3])=[O:7])[CH2:9][C@@H:10]2[CH3:14])=[N:20][CH:21]=1, predict the reactants needed to synthesize it. (4) Given the product [Cl:11][C:8]1[CH:9]=[CH:10][C:5]2[N:6]([C:2]([CH:26]([C:25]3[C:16]([F:15])=[C:17]4[C:22](=[CH:23][C:24]=3[F:28])[N:21]=[CH:20][CH:19]=[CH:18]4)[OH:27])=[CH:3][N:4]=2)[N:7]=1, predict the reactants needed to synthesize it. The reactants are: Br[C:2]1[N:6]2[N:7]=[C:8]([Cl:11])[CH:9]=[CH:10][C:5]2=[N:4][CH:3]=1.C([Mg])C.[F:15][C:16]1[C:25]([CH:26]=[O:27])=[C:24]([F:28])[CH:23]=[C:22]2[C:17]=1[CH:18]=[CH:19][CH:20]=[N:21]2.